From a dataset of Reaction yield outcomes from USPTO patents with 853,638 reactions. Predict the reaction yield, written as a fraction of the theoretical maximum amount of product (1.0 means a 100% yield; for example, 0.34 means a 34% yield). (1) The reactants are N[C:2]1[CH:7]=[CH:6][C:5]([S:8][CH2:9][C:10]2[CH:15]=[CH:14][CH:13]=[CH:12][CH:11]=2)=[CH:4][C:3]=1/[CH:16]=[CH:17]/[C:18]([O:20][CH2:21][CH3:22])=[O:19].O.C1(C)C=CC(S(O)(=O)=O)=CC=1.N([O-])=O.[Na+].[I-:39].[K+]. The catalyst is C(#N)C.O.C(OCC)(=O)C. The product is [CH2:21]([O:20][C:18](=[O:19])[CH:17]=[CH:16][C:3]1[CH:4]=[C:5]([S:8][CH2:9][C:10]2[CH:15]=[CH:14][CH:13]=[CH:12][CH:11]=2)[CH:6]=[CH:7][C:2]=1[I:39])[CH3:22]. The yield is 0.640. (2) The reactants are [CH3:1][C:2](C)([O-])C.[K+].[Br:7][C:8]1[CH:16]=[C:15]2[C:11]([CH2:12][CH2:13][C:14]2=[O:17])=[CH:10][CH:9]=1.[C:18]([O:22]C)(=O)[CH:19]=[CH2:20].[OH-].[K+]. The catalyst is C1COCC1.O. The product is [Br:7][C:8]1[CH:16]=[C:15]2[C:11]([CH2:12][C:13]3([CH2:20][CH2:19][C:18](=[O:22])[CH2:2][CH2:1]3)[C:14]2=[O:17])=[CH:10][CH:9]=1. The yield is 0.720. (3) The reactants are [CH3:1][O:2][C:3]1[CH:4]=[CH:5][C:6]2[N:12]3[CH:13]=[N:14][C:15]([C:16](O)=[O:17])=[C:11]3[C@@H:10]3[CH2:19][CH2:20][CH2:21][N:9]3[C:8](=[O:22])[C:7]=2[CH:23]=1.S(Cl)(Cl)=O.CN.C[CH2:31][N:32](CC)CC. The catalyst is C(Cl)Cl. The product is [CH3:31][NH:32][C:16]([C:15]1[N:14]=[CH:13][N:12]2[C:6]3[CH:5]=[CH:4][C:3]([O:2][CH3:1])=[CH:23][C:7]=3[C:8](=[O:22])[N:9]3[CH2:21][CH2:20][CH2:19][C@H:10]3[C:11]=12)=[O:17]. The yield is 0.750. (4) The reactants are [OH:1][C:2]1[CH:11]=[C:10]2[C:5]([CH:6]=[C:7]([C:13](=[S:15])[NH2:14])[C:8](=[O:12])[O:9]2)=[CH:4][CH:3]=1.[H-].[Na+].[C:18]([O:22][C:23](=[O:29])[CH:24](Br)[C:25](=O)[CH3:26])([CH3:21])([CH3:20])[CH3:19].O. The catalyst is CN(C)C=O. The product is [C:18]([O:22][C:23]([C:24]1[S:15][C:13]([C:7]2[C:8](=[O:12])[O:9][C:10]3[C:5]([CH:6]=2)=[CH:4][CH:3]=[C:2]([OH:1])[CH:11]=3)=[N:14][C:25]=1[CH3:26])=[O:29])([CH3:21])([CH3:20])[CH3:19]. The yield is 0.623. (5) The reactants are [CH3:1][N:2]([CH3:21])[C:3]([C:5]1[CH:6]=[C:7]([S:11]([N:14]2[CH2:17][CH:16]([C:18]([OH:20])=[O:19])[CH2:15]2)(=[O:13])=[O:12])[CH:8]=[CH:9][CH:10]=1)=[O:4].[Cl:22][C:23]1[CH:24]=[N+:25]([O-:48])[CH:26]=[C:27]([Cl:47])[C:28]=1[CH2:29][C@@H:30]([C:32]1[CH:37]=[CH:36][C:35]([O:38][CH:39]([F:41])[F:40])=[C:34]([O:42][CH2:43][CH:44]2[CH2:46][CH2:45]2)[CH:33]=1)O.C(Cl)CCl. The catalyst is CN(C1C=CN=CC=1)C.C(Cl)Cl. The product is [Cl:22][C:23]1[CH:24]=[N+:25]([O-:48])[CH:26]=[C:27]([Cl:47])[C:28]=1[CH2:29][C@@H:30]([C:32]1[CH:37]=[CH:36][C:35]([O:38][CH:39]([F:41])[F:40])=[C:34]([O:42][CH2:43][CH:44]2[CH2:46][CH2:45]2)[CH:33]=1)[O:19][C:18]([CH:16]1[CH2:17][N:14]([S:11]([C:7]2[CH:8]=[CH:9][CH:10]=[C:5]([C:3](=[O:4])[N:2]([CH3:21])[CH3:1])[CH:6]=2)(=[O:12])=[O:13])[CH2:15]1)=[O:20]. The yield is 0.645. (6) The reactants are [NH2:1][C:2]1[CH:7]=[CH:6][CH:5]=[CH:4][C:3]=1[OH:8].[Cl:9][CH2:10][CH2:11][C:12](Cl)=[O:13].O. The catalyst is CC(C)=O. The product is [Cl:9][CH2:10][CH2:11][C:12]([NH:1][C:2]1[CH:7]=[CH:6][CH:5]=[CH:4][C:3]=1[OH:8])=[O:13]. The yield is 0.770. (7) The reactants are [N+:1]([C:4]1[CH:5]=[C:6]2[C:11]([NH:12][C:13]3[CH:18]=[CH:17][CH:16]=[CH:15][CH:14]=3)=[C:10]([C:19]([NH2:21])=[O:20])[CH:9]=[N:8][N:7]2[CH:22]=1)([O-])=O. The catalyst is C(O)C.C(OCC)(=O)C.[Pd]. The product is [NH2:1][C:4]1[CH:5]=[C:6]2[C:11]([NH:12][C:13]3[CH:18]=[CH:17][CH:16]=[CH:15][CH:14]=3)=[C:10]([C:19]([NH2:21])=[O:20])[CH:9]=[N:8][N:7]2[CH:22]=1. The yield is 0.380.